This data is from Catalyst prediction with 721,799 reactions and 888 catalyst types from USPTO. The task is: Predict which catalyst facilitates the given reaction. (1) Reactant: [O:1]1[CH2:5][CH2:4][O:3][CH:2]1[C:6]([CH3:26])([CH3:25])[CH2:7][C:8](=[O:24])[C:9]([NH:11][C:12]1[CH:13]=[CH:14][C:15]2[C:20](=[O:21])[O:19][N:18]=[C:17]([CH3:22])[C:16]=2[CH:23]=1)=[O:10].[C:27]1([Mg]Br)[CH:32]=[CH:31][CH:30]=[CH:29][CH:28]=1. Product: [O:3]1[CH2:4][CH2:5][O:1][CH:2]1[C:6]([CH3:26])([CH3:25])[CH2:7][C:8]([OH:24])([C:27]1[CH:32]=[CH:31][CH:30]=[CH:29][CH:28]=1)[C:9]([NH:11][C:12]1[CH:13]=[CH:14][C:15]2[C:20](=[O:21])[O:19][N:18]=[C:17]([CH3:22])[C:16]=2[CH:23]=1)=[O:10]. The catalyst class is: 7. (2) Reactant: [CH3:1][O:2][C:3]([C:5]1[CH:10]=[CH:9][C:8]([C@@H:11]([NH:13][C:14]([C:16]2[CH:17]=[CH:18][CH:19]=[C:20]3[C:24]=2[N:23](C(OC(C)(C)C)=O)[CH2:22][CH2:21]3)=[O:15])[CH3:12])=[CH:7][CH:6]=1)=[O:4].C(O)(C(F)(F)F)=O. Product: [NH:23]1[C:24]2[C:20](=[CH:19][CH:18]=[CH:17][C:16]=2[C:14]([NH:13][C@H:11]([C:8]2[CH:7]=[CH:6][C:5]([C:3]([O:2][CH3:1])=[O:4])=[CH:10][CH:9]=2)[CH3:12])=[O:15])[CH2:21][CH2:22]1. The catalyst class is: 2. (3) Reactant: [H-].[H-].[H-].[H-].[Li+].[Al+3].[CH3:7][C:8]1[N:13]=[C:12]([C:14](OCC)=[O:15])[CH:11]=[C:10]([C:19]([F:22])([F:21])[F:20])[CH:9]=1.C(OCC)C.Cl. Product: [OH:15][CH2:14][C:12]1[CH:11]=[C:10]([C:19]([F:22])([F:20])[F:21])[CH:9]=[C:8]([CH3:7])[N:13]=1. The catalyst class is: 299. (4) Reactant: C([O:8][C@H:9]1[C@H:13]2[O:14][CH2:15][C@:10]1([CH2:34][O:35]CC1C=CC=CC=1)[O:11][C@H:12]2[N:16]1[CH:24]=[N:23][C:22]2[C:17]1=[N:18][CH:19]=[N:20][C:21]=2[NH:25]C(=O)C1C=CC=CC=1)C1C=CC=CC=1.B(Cl)(Cl)Cl.CO. Product: [OH:8][C@H:9]1[C@H:13]2[O:14][CH2:15][C@:10]1([CH2:34][OH:35])[O:11][C@H:12]2[N:16]1[CH:24]=[N:23][C:22]2[C:17]1=[N:18][CH:19]=[N:20][C:21]=2[NH2:25]. The catalyst class is: 4. (5) Reactant: [CH2:1]([O:19][CH2:20][CH2:21][NH:22][CH2:23][CH2:24][O:25][CH2:26][CH2:27][CH2:28][CH2:29][CH2:30][CH2:31][CH2:32][CH2:33]/[CH:34]=[CH:35]\[CH2:36][CH2:37][CH2:38][CH2:39][CH2:40][CH2:41][CH2:42][CH3:43])[CH2:2][CH2:3][CH2:4][CH2:5][CH2:6][CH2:7][CH2:8]/[CH:9]=[CH:10]\[CH2:11][CH2:12][CH2:13][CH2:14][CH2:15][CH2:16][CH2:17][CH3:18].[C:44]([O:48][CH2:49][CH3:50])(=[O:47])[CH:45]=[CH2:46].[O-]CC.[Na+]. Product: [CH2:26]([O:25][CH2:24][CH2:23][N:22]([CH2:21][CH2:20][O:19][CH2:1][CH2:2][CH2:3][CH2:4][CH2:5][CH2:6][CH2:7][CH2:8]/[CH:9]=[CH:10]\[CH2:11][CH2:12][CH2:13][CH2:14][CH2:15][CH2:16][CH2:17][CH3:18])[CH2:46][CH2:45][C:44]([O:48][CH2:49][CH3:50])=[O:47])[CH2:27][CH2:28][CH2:29][CH2:30][CH2:31][CH2:32][CH2:33]/[CH:34]=[CH:35]\[CH2:36][CH2:37][CH2:38][CH2:39][CH2:40][CH2:41][CH2:42][CH3:43]. The catalyst class is: 8. (6) Reactant: [ClH:1].C(OCC)(=O)C.CC(OC([N:15]1[CH2:20][CH2:19][CH:18]([C:21]([NH:23][C:24]2[CH:29]=[CH:28][CH:27]=[C:26]([C:30]3[C:39]4[C:34](=[CH:35][C:36]([O:45][CH3:46])=[C:37]5[O:42][C:41]([CH3:44])([CH3:43])[CH2:40][C:38]5=4)[CH2:33][C:32]([CH3:48])([CH3:47])[N:31]=3)[CH:25]=2)=[O:22])[CH2:17][CH2:16]1)=O)(C)C.C(O)C. Product: [ClH:1].[ClH:1].[CH3:46][O:45][C:36]1[CH:35]=[C:34]2[C:39](=[C:38]3[CH2:40][C:41]([CH3:44])([CH3:43])[O:42][C:37]=13)[C:30]([C:26]1[CH:25]=[C:24]([NH:23][C:21]([CH:18]3[CH2:17][CH2:16][NH:15][CH2:20][CH2:19]3)=[O:22])[CH:29]=[CH:28][CH:27]=1)=[N:31][C:32]([CH3:48])([CH3:47])[CH2:33]2. The catalyst class is: 13. (7) Reactant: [CH3:1][C:2]1[CH:11]=[CH:10][C:9]2[C:4](=[CH:5][CH:6]=[CH:7][CH:8]=2)[CH:3]=1.C([Li])CCC.O1CCCC1.[CH3:22][C:23]([CH3:25])=[O:24].[Cl-].[NH4+]. Product: [CH3:22][C:23]([OH:24])([CH3:25])[CH2:1][C:2]1[CH:11]=[CH:10][C:9]2[C:4](=[CH:5][CH:6]=[CH:7][CH:8]=2)[CH:3]=1. The catalyst class is: 30. (8) Reactant: Br[C:2]1[N:3]([CH2:17][CH:18]2[O:23][CH2:22][CH2:21][N:20](C(OC(C)(C)C)=O)[CH2:19]2)[C:4]2[C:9]([N:10]=1)=[C:8]([NH2:11])[N:7]=[C:6]([O:12][CH2:13][CH2:14][CH2:15][CH3:16])[N:5]=2.[ClH:31].O1CCOCC1.Br[CH2:39][C:40]([O:42][CH3:43])=[O:41].C(=O)([O-])[O-].[K+].[K+]. Product: [CH2:13]([O:12][C:6]1[N:5]=[C:4]2[C:9]([N:10]=[C:2]([Cl:31])[N:3]2[CH2:17][CH:18]2[O:23][CH2:22][CH2:21][N:20]([CH2:39][C:40]([O:42][CH3:43])=[O:41])[CH2:19]2)=[C:8]([NH2:11])[N:7]=1)[CH2:14][CH2:15][CH3:16]. The catalyst class is: 3. (9) Reactant: C([O:3][C:4]([C:6]1[CH:7]2[N:33]([C:34]([O:36][C:37]([CH3:40])([CH3:39])[CH3:38])=[O:35])[CH:11]([CH2:12][C:13]=1[C:14]1[CH:19]=[CH:18][C:17]([CH2:20][CH2:21][CH2:22][O:23][C:24]3[C:29]([F:30])=[CH:28][CH:27]=[C:26]([F:31])[C:25]=3[Cl:32])=[CH:16][CH:15]=1)[CH2:10][N:9]([C:41]([O:43][C:44]([CH3:47])([CH3:46])[CH3:45])=[O:42])[CH2:8]2)=[O:5])C.[OH-].[Na+]. Product: [C:44]([O:43][C:41]([N:9]1[CH2:8][CH:7]2[N:33]([C:34]([O:36][C:37]([CH3:40])([CH3:39])[CH3:38])=[O:35])[CH:11]([CH2:12][C:13]([C:14]3[CH:15]=[CH:16][C:17]([CH2:20][CH2:21][CH2:22][O:23][C:24]4[C:29]([F:30])=[CH:28][CH:27]=[C:26]([F:31])[C:25]=4[Cl:32])=[CH:18][CH:19]=3)=[C:6]2[C:4]([OH:5])=[O:3])[CH2:10]1)=[O:42])([CH3:45])([CH3:46])[CH3:47]. The catalyst class is: 14. (10) Reactant: C([O:8][C:9]1[C:14](=[O:15])[N:13]=[C:12]([CH2:16][C:17]2[CH:22]=[CH:21][C:20]([Cl:23])=[CH:19][C:18]=2[C:24]2[CH:29]=[CH:28][N:27]=[CH:26][CH:25]=2)[N:11]2[CH2:30][CH2:31][N:32]([CH:35]([CH3:37])[CH3:36])[C:33](=[O:34])[C:10]=12)C1C=CC=CC=1.OS(O)(=O)=O. Product: [Cl:23][C:20]1[CH:21]=[CH:22][C:17]([CH2:16][C:12]2[N:11]3[CH2:30][CH2:31][N:32]([CH:35]([CH3:37])[CH3:36])[C:33](=[O:34])[C:10]3=[C:9]([OH:8])[C:14](=[O:15])[N:13]=2)=[C:18]([C:24]2[CH:25]=[CH:26][N:27]=[CH:28][CH:29]=2)[CH:19]=1. The catalyst class is: 15.